This data is from Full USPTO retrosynthesis dataset with 1.9M reactions from patents (1976-2016). The task is: Predict the reactants needed to synthesize the given product. (1) Given the product [CH3:1][O:2][C:3]1[C:4](=[O:39])[C:5]([CH3:38])=[C:6]([CH2:12][C:13]2[CH:14]=[CH:15][C:16]([OH:34])=[C:17]([CH:33]=2)[C:18]([NH:20][C:21]2[CH:22]=[CH:23][C:24]([N:27]3[CH2:28][CH2:29][O:30][CH2:31][CH2:32]3)=[CH:25][CH:26]=2)=[O:19])[C:7](=[O:11])[C:8]=1[O:9][CH3:10], predict the reactants needed to synthesize it. The reactants are: [CH3:1][O:2][C:3]1[C:4](=[O:39])[C:5]([CH3:38])=[C:6]([CH2:12][C:13]2[CH:14]=[CH:15][C:16]([O:34]C(=O)C)=[C:17]([CH:33]=2)[C:18]([NH:20][C:21]2[CH:26]=[CH:25][C:24]([N:27]3[CH2:32][CH2:31][O:30][CH2:29][CH2:28]3)=[CH:23][CH:22]=2)=[O:19])[C:7](=[O:11])[C:8]=1[O:9][CH3:10].C(=O)([O-])O.[Na+]. (2) Given the product [C:1]([O:5][C:6]([N:8]1[CH2:9][CH2:10][C:11]([CH:16]2[CH2:17][CH2:18][CH2:19][CH2:20][CH2:21]2)([CH:14]=[O:15])[CH2:12][CH2:13]1)=[O:7])([CH3:4])([CH3:2])[CH3:3], predict the reactants needed to synthesize it. The reactants are: [C:1]([O:5][C:6]([N:8]1[CH2:13][CH2:12][C:11]([CH:16]2[CH2:21][CH2:20][CH2:19][CH2:18][CH2:17]2)([CH2:14][OH:15])[CH2:10][CH2:9]1)=[O:7])([CH3:4])([CH3:3])[CH3:2].C[N+]1([O-])CCOCC1. (3) The reactants are: NC1C=CC(C2C=NN(CCCO)C=2)=CC=1C(N(CC)CC)=O.Br[C:25]1[CH:33]=[CH:32][C:31]([N+:34]([O-:36])=[O:35])=[C:30]2[C:26]=1[CH2:27][N:28]([CH3:38])[C:29]2=[O:37].CC1(C)C(C)(C)OB(C2C=NN(CCCO)C=2)O1.[CH3:57][C:58]1([CH3:78])[O:62][C@@H:61]([CH2:63][N:64]2[CH:68]=[C:67](B3OC(C)(C)C(C)(C)O3)[CH:66]=[N:65]2)[CH2:60][O:59]1. Given the product [CH3:57][C:58]1([CH3:78])[O:62][C@@H:61]([CH2:63][N:64]2[CH:68]=[C:67]([C:25]3[CH:33]=[CH:32][C:31]([N+:34]([O-:36])=[O:35])=[C:30]4[C:26]=3[CH2:27][N:28]([CH3:38])[C:29]4=[O:37])[CH:66]=[N:65]2)[CH2:60][O:59]1, predict the reactants needed to synthesize it. (4) Given the product [C:11]([OH:12])(=[O:36])[CH3:10].[CH3:29][N:30]1[CH2:35][CH2:34][CH:33]([O:1][C:2]2[CH:3]=[C:4]([CH:26]=[CH:27][CH:28]=2)[CH2:5][N:6]2[C:11](=[O:12])[C:10]3[S:13][C:14]([C:16]4[CH:17]=[CH:18][C:19]([C:22]([F:25])([F:24])[F:23])=[CH:20][CH:21]=4)=[CH:15][C:9]=3[CH:8]=[N:7]2)[CH2:32][CH2:31]1, predict the reactants needed to synthesize it. The reactants are: [OH:1][C:2]1[CH:3]=[C:4]([CH:26]=[CH:27][CH:28]=1)[CH2:5][N:6]1[C:11](=[O:12])[C:10]2[S:13][C:14]([C:16]3[CH:21]=[CH:20][C:19]([C:22]([F:25])([F:24])[F:23])=[CH:18][CH:17]=3)=[CH:15][C:9]=2[CH:8]=[N:7]1.[CH3:29][N:30]1[CH2:35][CH2:34][CH:33]([OH:36])[CH2:32][CH2:31]1.CCOC(/N=N/C(OCC)=O)=O. (5) Given the product [F:1][C:2]1[CH:21]=[C:20]([I:22])[CH:19]=[CH:18][C:3]=1[NH:4][C:5]1[C:6]([C:13]([OH:15])=[O:14])=[CH:7][N:8]([CH3:12])[C:9](=[O:11])[CH:10]=1, predict the reactants needed to synthesize it. The reactants are: [F:1][C:2]1[CH:21]=[C:20]([I:22])[CH:19]=[CH:18][C:3]=1[NH:4][C:5]1[C:6]([C:13]([O:15]CC)=[O:14])=[CH:7][N:8]([CH3:12])[C:9](=[O:11])[CH:10]=1.[OH-].[Na+].